From a dataset of Forward reaction prediction with 1.9M reactions from USPTO patents (1976-2016). Predict the product of the given reaction. (1) The product is: [OH:29][C@H:28]([C:30]1[O:24][N:23]=[C:2]([C:3]2[CH:8]=[CH:7][N:6]=[C:5]([N:9]3[CH2:14][CH2:13][N:12]([C:15]([O:17][CH2:18][C:19]([CH3:20])([CH3:21])[CH3:22])=[O:16])[CH2:11][CH2:10]3)[CH:4]=2)[N:1]=1)[CH3:27]. Given the reactants [NH2:1][C:2](=[N:23][OH:24])[C:3]1[CH:8]=[CH:7][N:6]=[C:5]([N:9]2[CH2:14][CH2:13][N:12]([C:15]([O:17][CH2:18][C:19]([CH3:22])([CH3:21])[CH3:20])=[O:16])[CH2:11][CH2:10]2)[CH:4]=1.[H-].[Na+].[C:27](OC)(=O)[C@H:28]([CH3:30])[OH:29].[Cl-].[NH4+], predict the reaction product. (2) Given the reactants [F:1][C:2]([F:12])([F:11])[O:3][C:4]1[CH:5]=[C:6]([NH2:10])[CH:7]=[CH:8][CH:9]=1.[Cl:13][C:14]1[CH:19]=[CH:18][C:17]([CH2:20][C:21](O)=O)=[CH:16][CH:15]=1, predict the reaction product. The product is: [Cl:13][C:14]1[CH:19]=[CH:18][C:17]([CH2:20][CH2:21][NH:10][C:6]2[CH:7]=[CH:8][CH:9]=[C:4]([O:3][C:2]([F:11])([F:12])[F:1])[CH:5]=2)=[CH:16][CH:15]=1. (3) Given the reactants N1C2C=CC=CC=2C=NC=C1.O[CH:13]1[N:19]=[C:18]([C:20]2[CH:25]=[CH:24][CH:23]=[CH:22][CH:21]=2)[C:17]2[CH:26]=[CH:27][CH:28]=[CH:29][C:16]=2[NH:15][C:14]1=[O:30], predict the reaction product. The product is: [C:20]1([C:18]2[C:17]3[C:16](=[CH:29][CH:28]=[CH:27][CH:26]=3)[N:15]=[C:13]([CH:14]=[O:30])[N:19]=2)[CH:25]=[CH:24][CH:23]=[CH:22][CH:21]=1. (4) The product is: [CH3:3][O:4][C:5]1[CH:10]=[CH:9][CH:8]=[CH:7][C:6]=1[C:11](=[O:13])[CH2:12][C:14]([O:15][CH3:16])=[O:17]. Given the reactants [H-].[Na+].[CH3:3][O:4][C:5]1[CH:10]=[CH:9][CH:8]=[CH:7][C:6]=1[C:11](=[O:13])[CH3:12].[C:14](=O)([O:17]C)[O:15][CH3:16], predict the reaction product. (5) Given the reactants [Cl:1][C:2]1[CH:3]=[C:4]([C:9]2([C:27]([F:30])([F:29])[F:28])[O:13][N:12]=[C:11]([C:14]3[CH:25]=[CH:24][C:17]([C:18]([N:21]([CH3:23])[CH3:22])=[N:19][OH:20])=[C:16]([CH3:26])[CH:15]=3)[CH2:10]2)[CH:5]=[C:6]([Cl:8])[CH:7]=1.[Li+].[OH-].S(OC)(O[CH3:37])(=O)=O, predict the reaction product. The product is: [Cl:1][C:2]1[CH:3]=[C:4]([C:9]2([C:27]([F:28])([F:30])[F:29])[O:13][N:12]=[C:11]([C:14]3[CH:25]=[CH:24][C:17]([C:18]([N:21]([CH3:22])[CH3:23])=[N:19][O:20][CH3:37])=[C:16]([CH3:26])[CH:15]=3)[CH2:10]2)[CH:5]=[C:6]([Cl:8])[CH:7]=1.